From a dataset of Forward reaction prediction with 1.9M reactions from USPTO patents (1976-2016). Predict the product of the given reaction. Given the reactants [F:1][C:2]1[CH:3]=[C:4]([C:11]([N:13]2[CH2:18][CH2:17][NH:16][CH:15]([CH2:19][F:20])[CH2:14]2)=[O:12])[CH:5]=[CH:6][C:7]=1[N+:8]([O-:10])=[O:9].[C:21]([NH:25][C:26](=[O:35])[C:27]1[CH:32]=[CH:31][CH:30]=[C:29]([CH2:33]Cl)[CH:28]=1)([CH3:24])([CH3:23])[CH3:22].C(N(CC)CC)C.[I-].[Na+], predict the reaction product. The product is: [C:21]([NH:25][C:26](=[O:35])[C:27]1[CH:32]=[CH:31][CH:30]=[C:29]([CH2:33][N:16]2[CH2:17][CH2:18][N:13]([C:11](=[O:12])[C:4]3[CH:5]=[CH:6][C:7]([N+:8]([O-:10])=[O:9])=[C:2]([F:1])[CH:3]=3)[CH2:14][CH:15]2[CH2:19][F:20])[CH:28]=1)([CH3:24])([CH3:23])[CH3:22].